Dataset: Forward reaction prediction with 1.9M reactions from USPTO patents (1976-2016). Task: Predict the product of the given reaction. (1) Given the reactants [CH2:1]([O:8][C:9]1[CH:10]=[CH:11][C:12]([CH:20]2[CH2:22][O:21]2)=[C:13]2[C:18]=1[NH:17][C:16](=[O:19])[CH:15]=[CH:14]2)[C:2]1[CH:7]=[CH:6][CH:5]=[CH:4][CH:3]=1.[CH3:23][O:24][C:25]1[CH:30]=[CH:29][C:28]([CH2:31][C:32]([NH2:35])([CH3:34])[CH3:33])=[CH:27][CH:26]=1, predict the reaction product. The product is: [CH2:1]([O:8][C:9]1[CH:10]=[CH:11][C:12]([CH:20]([OH:21])[CH2:22][NH:35][C:32]([CH3:34])([CH3:33])[CH2:31][C:28]2[CH:29]=[CH:30][C:25]([O:24][CH3:23])=[CH:26][CH:27]=2)=[C:13]2[C:18]=1[NH:17][C:16](=[O:19])[CH:15]=[CH:14]2)[C:2]1[CH:3]=[CH:4][CH:5]=[CH:6][CH:7]=1. (2) Given the reactants [NH:1]1[C:5]2[CH:6]=[CH:7][CH:8]=[C:9]([CH2:10][N:11]([CH2:18][C:19]3[C:24]([CH3:25])=[CH:23][CH:22]=[CH:21][N:20]=3)[CH:12]3[CH2:17][CH2:16][NH:15][CH2:14][CH2:13]3)[C:4]=2[N:3]=[CH:2]1.[O:26]([C:33]([NH:35][OH:36])=O)C1C=CC=CC=1, predict the reaction product. The product is: [OH:36][NH:35][C:33]([N:15]1[CH2:14][CH2:13][CH:12]([N:11]([CH2:10][C:9]2[C:4]3[N:3]=[CH:2][NH:1][C:5]=3[CH:6]=[CH:7][CH:8]=2)[CH2:18][C:19]2[C:24]([CH3:25])=[CH:23][CH:22]=[CH:21][N:20]=2)[CH2:17][CH2:16]1)=[O:26]. (3) Given the reactants [F:1][CH:2]([F:18])[C:3]1[CH:8]=[CH:7][C:6](B2OC(C)(C)C(C)(C)O2)=[CH:5][CH:4]=1.P([O-])([O-])([O-])=O.[K+].[K+].[K+].O.[C:28]([O:32][C@@H:33]([C:38]1[C:39](I)=[C:40]2[C:47]3[CH2:48][CH2:49][CH2:50][CH2:51][C:46]=3[S:45][C:41]2=[N:42][C:43]=1[CH3:44])[C:34]([O:36][CH3:37])=[O:35])([CH3:31])([CH3:30])[CH3:29], predict the reaction product. The product is: [C:28]([O:32][C@@H:33]([C:38]1[C:39]([C:6]2[CH:5]=[CH:4][C:3]([CH:2]([F:1])[F:18])=[CH:8][CH:7]=2)=[C:40]2[C:47]3[CH2:48][CH2:49][CH2:50][CH2:51][C:46]=3[S:45][C:41]2=[N:42][C:43]=1[CH3:44])[C:34]([O:36][CH3:37])=[O:35])([CH3:31])([CH3:29])[CH3:30]. (4) Given the reactants [O:1]1[CH2:6][CH2:5][N:4]([C:7]2[C:8]3[N:9]([C:13]([C:28]4[CH:40]=[CH:39][C:31]([C:32]([O:34]C(C)(C)C)=[O:33])=[CH:30][CH:29]=4)=[C:14]([CH2:16][S:17][C:18]4[CH:27]=[CH:26][C:25]5[C:20](=[CH:21][CH:22]=[CH:23][CH:24]=5)[N:19]=4)[N:15]=3)[N:10]=[CH:11][CH:12]=2)[CH2:3][CH2:2]1.C(O)(C(F)(F)F)=O, predict the reaction product. The product is: [O:1]1[CH2:6][CH2:5][N:4]([C:7]2[C:8]3[N:9]([C:13]([C:28]4[CH:40]=[CH:39][C:31]([C:32]([OH:34])=[O:33])=[CH:30][CH:29]=4)=[C:14]([CH2:16][S:17][C:18]4[CH:27]=[CH:26][C:25]5[C:20](=[CH:21][CH:22]=[CH:23][CH:24]=5)[N:19]=4)[N:15]=3)[N:10]=[CH:11][CH:12]=2)[CH2:3][CH2:2]1. (5) Given the reactants [C:1]([NH:8][CH2:9][CH2:10][C:11]([OH:13])=O)([O:3][C:4]([CH3:7])([CH3:6])[CH3:5])=[O:2].[CH3:14][C:15]1(C)[O:22]C(=O)[CH2:19][C:17](=O)[O:16]1.C1(N=C=NC2CCCCC2)CCCCC1.C(NC1CCCCC1)(NC1CCCCC1)=O, predict the reaction product. The product is: [C:4]([O:3][C:1]([NH:8][CH2:9][CH2:10][C:11](=[O:13])[CH2:14][C:15]([O:16][CH2:17][CH3:19])=[O:22])=[O:2])([CH3:5])([CH3:6])[CH3:7]. (6) The product is: [F:10][C:7]([F:8])([F:9])[C:6]([N:24]1[CH2:25][CH2:26][CH:22]([C:17]2[CH:18]=[CH:19][CH:20]=[CH:21][C:16]=2[O:15][CH3:14])[CH2:23]1)=[O:11]. Given the reactants [F:8][C:7]([F:10])([F:9])[C:6](O[C:6](=[O:11])[C:7]([F:10])([F:9])[F:8])=[O:11].[CH3:14][O:15][C:16]1[CH:21]=[CH:20][CH:19]=[CH:18][C:17]=1[CH:22]1[CH2:26][CH2:25][NH:24][CH2:23]1, predict the reaction product. (7) Given the reactants [CH2:1]([CH:3]([C:6]1[N:11]2[N:12]=[C:13]([CH3:16])[C:14](I)=[C:10]2[N:9]=[C:8]([CH3:17])[CH:7]=1)[CH2:4][CH3:5])[CH3:2].[Cl:18][C:19]1[N:20]=[C:21]([N:24]2[CH2:29][CH2:28][O:27][CH2:26][CH2:25]2)[S:22][CH:23]=1.C(=O)([O-])[O-].[Cs+].[Cs+].C1(P(C2C=CC=CC=2)C2C=CC=CC=2)C=CC=CC=1, predict the reaction product. The product is: [Cl:18][C:19]1[N:20]=[C:21]([N:24]2[CH2:25][CH2:26][O:27][CH2:28][CH2:29]2)[S:22][C:23]=1[C:14]1[C:13]([CH3:16])=[N:12][N:11]2[C:6]([CH:3]([CH2:4][CH3:5])[CH2:1][CH3:2])=[CH:7][C:8]([CH3:17])=[N:9][C:10]=12. (8) Given the reactants [Cl:1][C:2]1[N:7]=[CH:6][C:5]([C:8]2[O:12][C:11]([CH3:13])=[C:10]([CH:14]([NH:19][C:20]3[CH:28]=[CH:27][C:23](C(O)=O)=[CH:22][CH:21]=3)[CH2:15][CH:16]([CH3:18])[CH3:17])[CH:9]=2)=[CH:4][CH:3]=1.[CH3:29][NH:30][CH2:31][CH2:32][C:33]([O:35]CC)=[O:34].Cl.C(N=C=NCCCN(C)C)C.O.[OH:51][C:52]1C2N=NNC=2C=CC=1, predict the reaction product. The product is: [Cl:1][C:2]1[N:7]=[CH:6][C:5]([C:8]2[O:12][C:11]([CH3:13])=[C:10]([CH:14]([NH:19][C:20]3[CH:28]=[CH:27][C:23]([C:52]([N:30]([CH3:29])[CH2:31][CH2:32][C:33]([OH:35])=[O:34])=[O:51])=[CH:22][CH:21]=3)[CH2:15][CH:16]([CH3:18])[CH3:17])[CH:9]=2)=[CH:4][CH:3]=1. (9) Given the reactants [F:1][C:2]1[CH:3]=[CH:4][C:5]2[N:9]=[CH:8][N:7]([CH2:10][C:11]([OH:13])=O)[C:6]=2[C:14]=1[F:15].C(N(CC)CC)C.C(Cl)(=O)C(C)(C)C.[NH2:30][CH2:31][C:32]1[CH:37]=[CH:36][C:35]([C:38]([CH3:42])([CH3:41])[C:39]#[N:40])=[CH:34][CH:33]=1, predict the reaction product. The product is: [C:39]([C:38]([C:35]1[CH:34]=[CH:33][C:32]([CH2:31][NH:30][C:11](=[O:13])[CH2:10][N:7]2[C:6]3[C:14]([F:15])=[C:2]([F:1])[CH:3]=[CH:4][C:5]=3[N:9]=[CH:8]2)=[CH:37][CH:36]=1)([CH3:42])[CH3:41])#[N:40]. (10) Given the reactants [Cl:1][C:2]1[C:9]([Cl:10])=[C:8](OS(C(F)(F)F)(=O)=O)[CH:7]=[CH:6][C:3]=1[CH:4]=[O:5].[CH3:19][O:20][C:21]1[CH:26]=[CH:25][CH:24]=[CH:23][C:22]=1[SH:27].C(N(C(C)C)CC)(C)C, predict the reaction product. The product is: [Cl:1][C:2]1[C:9]([Cl:10])=[C:8]([S:27][C:22]2[CH:23]=[CH:24][CH:25]=[CH:26][C:21]=2[O:20][CH3:19])[CH:7]=[CH:6][C:3]=1[CH:4]=[O:5].